From a dataset of Full USPTO retrosynthesis dataset with 1.9M reactions from patents (1976-2016). Predict the reactants needed to synthesize the given product. Given the product [Br:1][C:2]1[CH:11]=[CH:10][CH:9]=[C:8]2[C:3]=1[CH:4]=[CH:5][N+:6]([O-:20])=[CH:7]2, predict the reactants needed to synthesize it. The reactants are: [Br:1][C:2]1[CH:11]=[CH:10][CH:9]=[C:8]2[C:3]=1[CH:4]=[CH:5][N:6]=[CH:7]2.ClC1C=CC=C(C(OO)=[O:20])C=1.C(OCC)(=O)C.